Dataset: Peptide-MHC class I binding affinity with 185,985 pairs from IEDB/IMGT. Task: Regression. Given a peptide amino acid sequence and an MHC pseudo amino acid sequence, predict their binding affinity value. This is MHC class I binding data. (1) The peptide sequence is RPLMKNTYL. The MHC is HLA-B48:01 with pseudo-sequence HLA-B48:01. The binding affinity (normalized) is 0.0847. (2) The peptide sequence is KQLELFWVI. The MHC is HLA-B15:42 with pseudo-sequence HLA-B15:42. The binding affinity (normalized) is 0.278. (3) The peptide sequence is SPPSYFQQTHI. The MHC is Mamu-B03 with pseudo-sequence Mamu-B03. The binding affinity (normalized) is 0.00515. (4) The peptide sequence is RMRRAEPAA. The MHC is HLA-B35:01 with pseudo-sequence HLA-B35:01. The binding affinity (normalized) is 0.0472. (5) The peptide sequence is IHYAGWVSL. The MHC is HLA-B27:05 with pseudo-sequence HLA-B27:05. The binding affinity (normalized) is 0.0847.